Dataset: Peptide-MHC class I binding affinity with 185,985 pairs from IEDB/IMGT. Task: Regression. Given a peptide amino acid sequence and an MHC pseudo amino acid sequence, predict their binding affinity value. This is MHC class I binding data. The peptide sequence is YARRYFYPL. The MHC is HLA-B15:42 with pseudo-sequence HLA-B15:42. The binding affinity (normalized) is 0.213.